Dataset: Forward reaction prediction with 1.9M reactions from USPTO patents (1976-2016). Task: Predict the product of the given reaction. (1) The product is: [CH3:1][O:2][CH2:3][CH2:4][CH2:5][CH2:6][N:7]1[C:15]([C:16]2[CH:21]=[CH:20][CH:19]=[CH:18][CH:17]=2)=[N:23][N:24]=[C:8]1[C:9]([O:11][CH2:12][CH2:13][CH2:25][CH3:26])=[O:10]. Given the reactants [CH3:1][O:2][CH2:3][CH2:4][CH2:5][CH2:6][NH:7][C:8](=S)[C:9]([O:11][CH2:12][CH3:13])=[O:10].[C:15]([NH:23][NH2:24])(=O)[C:16]1[CH:21]=[CH:20][CH:19]=[CH:18][CH:17]=1.[C:25](O)(=O)[CH2:26]C(CC(O)=O)(C(O)=O)O, predict the reaction product. (2) Given the reactants [CH3:1][C:2]1[C:3]([NH:8][C:9](=O)OC(C)(C)C)=[N:4][CH:5]=[CH:6][CH:7]=1.[CH2:16]([Li])[CH2:17][CH2:18]C.CN(OC)C(=O)C(C)C.Cl, predict the reaction product. The product is: [CH3:16][CH:17]([C:9]1[NH:8][C:3]2=[N:4][CH:5]=[CH:6][CH:7]=[C:2]2[CH:1]=1)[CH3:18]. (3) Given the reactants [OH:1][CH:2]([CH2:18][CH2:19][C:20]1[CH:25]=[CH:24][C:23](I)=[CH:22][CH:21]=1)[CH:3]([CH2:7][CH2:8][N:9]1[CH:14]=[CH:13][C:12](=[O:15])[N:11]([CH3:16])[C:10]1=[O:17])[C:4]([OH:6])=[O:5].[C:27]([C:30]1[CH:35]=[CH:34][C:33](B(O)O)=[CH:32][CH:31]=1)(=[O:29])[CH3:28].C(=O)([O-])[O-].[Na+].[Na+], predict the reaction product. The product is: [C:27]([C:30]1[CH:35]=[CH:34][C:33]([C:23]2[CH:24]=[CH:25][C:20]([CH2:19][CH2:18][CH:2]([OH:1])[CH:3]([CH2:7][CH2:8][N:9]3[CH:14]=[CH:13][C:12](=[O:15])[N:11]([CH3:16])[C:10]3=[O:17])[C:4]([OH:6])=[O:5])=[CH:21][CH:22]=2)=[CH:32][CH:31]=1)(=[O:29])[CH3:28]. (4) Given the reactants [Cl:1][C:2]1[CH:41]=[CH:40][CH:39]=[CH:38][C:3]=1[O:4][C:5]1[CH:6]=[C:7]([NH:16][C:17]2[CH:22]=[CH:21][C:20]([N:23]3[CH2:28][CH2:27][N:26](C(OC(C)(C)C)=O)[CH2:25][CH2:24]3)=[CH:19][C:18]=2[O:36][CH3:37])[C:8]2[C:13](=[O:14])[NH:12][N:11]=[CH:10][C:9]=2[N:15]=1.FC(F)(F)C(O)=O, predict the reaction product. The product is: [Cl:1][C:2]1[CH:41]=[CH:40][CH:39]=[CH:38][C:3]=1[O:4][C:5]1[CH:6]=[C:7]([NH:16][C:17]2[CH:22]=[CH:21][C:20]([N:23]3[CH2:24][CH2:25][NH:26][CH2:27][CH2:28]3)=[CH:19][C:18]=2[O:36][CH3:37])[C:8]2[C:13](=[O:14])[NH:12][N:11]=[CH:10][C:9]=2[N:15]=1.